Dataset: Forward reaction prediction with 1.9M reactions from USPTO patents (1976-2016). Task: Predict the product of the given reaction. (1) Given the reactants [N:1]1[C:10]2[CH:9]=[CH:8][CH:7]=[C:6]([OH:11])[C:5]=2[CH:4]=[CH:3][CH:2]=1.Br[CH:13]([CH3:21])[C:14]([O:16]C(C)(C)C)=[O:15].C(=O)([O-])[O-].[Cs+].[Cs+], predict the reaction product. The product is: [N:1]1[C:10]2[C:5](=[C:6]([O:11][CH:13]([CH3:21])[C:14]([OH:16])=[O:15])[CH:7]=[CH:8][CH:9]=2)[CH:4]=[CH:3][CH:2]=1. (2) Given the reactants CS(C)=O.[CH2:5]([O:7][C:8](=[O:24])[CH2:9][O:10][CH2:11][CH2:12][CH2:13][CH2:14][N:15]1[C:20](=[O:21])[CH2:19][CH2:18][CH2:17][C@@H:16]1[CH2:22][OH:23])[CH3:6].FC(F)(F)C([O-])=O.[NH+]1C=CC=CC=1, predict the reaction product. The product is: [CH2:5]([O:7][C:8](=[O:24])[CH2:9][O:10][CH2:11][CH2:12][CH2:13][CH2:14][N:15]1[C:20](=[O:21])[CH2:19][CH2:18][CH2:17][C@@H:16]1[CH:22]=[O:23])[CH3:6]. (3) Given the reactants [CH2:1]([O:8][N:9]1[C:15](=[O:16])[N:14]2[CH2:17][C@H:10]1[CH2:11][CH2:12][C@H:13]2[C:18]([OH:20])=O)[C:2]1[CH:7]=[CH:6][CH:5]=[CH:4][CH:3]=1.[NH2:21][O:22][CH2:23][C:24]1[N:25]=[CH:26][N:27]([C:29]([O:31][C:32]([CH3:35])([CH3:34])[CH3:33])=[O:30])[CH:28]=1.ON1C2C=CC=CC=2N=N1.Cl.C(N=C=NCCCN(C)C)C, predict the reaction product. The product is: [CH2:1]([O:8][N:9]1[C:15](=[O:16])[N:14]2[CH2:17][C@H:10]1[CH2:11][CH2:12][C@H:13]2[C:18]([NH:21][O:22][CH2:23][C:24]1[N:25]=[CH:26][N:27]([C:29]([O:31][C:32]([CH3:35])([CH3:34])[CH3:33])=[O:30])[CH:28]=1)=[O:20])[C:2]1[CH:3]=[CH:4][CH:5]=[CH:6][CH:7]=1. (4) Given the reactants Cl.[NH2:2][C@@H:3]1[CH2:7][CH2:6][N:5]([C:8]2[CH:13]=[CH:12][C:11]([O:14][CH2:15][C:16]3[CH:21]=[CH:20][CH:19]=[C:18]([F:22])[CH:17]=3)=[CH:10][CH:9]=2)[C:4]1=[O:23].[C:24](Cl)(=[O:26])[CH3:25], predict the reaction product. The product is: [F:22][C:18]1[CH:17]=[C:16]([CH:21]=[CH:20][CH:19]=1)[CH2:15][O:14][C:11]1[CH:10]=[CH:9][C:8]([N:5]2[CH2:6][CH2:7][C@@H:3]([NH:2][C:24](=[O:26])[CH3:25])[C:4]2=[O:23])=[CH:13][CH:12]=1. (5) The product is: [CH2:5]([C:6]1[CH:7]=[C:8]([C:13]([NH:16][C:36](=[O:35])[CH3:37])=[CH:14][CH:15]=1)[C:9]([O:11][CH3:12])=[O:10])[C:17]1[CH:18]=[C:19]([C:24]([NH:27][C:1](=[O:3])[CH3:2])=[CH:25][CH:26]=1)[C:20]([O:22][CH3:23])=[O:21]. Given the reactants [C:1](Cl)(=[O:3])[CH3:2].[CH2:5]([C:17]1[CH:18]=[C:19]([C:24]([NH2:27])=[CH:25][CH:26]=1)[C:20]([O:22][CH3:23])=[O:21])[C:6]1[CH:7]=[C:8]([C:13]([NH2:16])=[CH:14][CH:15]=1)[C:9]([O:11][CH3:12])=[O:10].C(N(CC)CC)C.[O:35]1CCO[CH2:37][CH2:36]1, predict the reaction product. (6) The product is: [N+:29]([C:24]1[CH:25]=[C:26]([O:27][CH3:28])[C:18]([NH:17][C:14](=[O:16])[CH3:15])=[CH:19][C:20]=1[C:21]([OH:23])=[O:22])([O-:31])=[O:30]. Given the reactants NC1C=C(C=CC=1OC)C(O)=O.Cl.[C:14]([NH:17][C:18]1[CH:19]=[C:20]([CH:24]=[CH:25][C:26]=1[O:27][CH3:28])[C:21]([OH:23])=[O:22])(=[O:16])[CH3:15].[N+:29]([O-])([OH:31])=[O:30], predict the reaction product. (7) Given the reactants [CH3:1][C:2]1[CH:6]=[CH:5][N:4]([CH2:7][C:8]([O:10][CH2:11][CH3:12])=[O:9])[N:3]=1.[CH3:13][N:14]([CH:16]=O)[CH3:15], predict the reaction product. The product is: [CH3:13][N:14]([CH2:16][C:6]1[C:2]([CH3:1])=[N:3][N:4]([CH2:7][C:8]([O:10][CH2:11][CH3:12])=[O:9])[CH:5]=1)[CH3:15]. (8) Given the reactants [O:1]1CCN(C([O-])=O)S1(=O)=O.[CH3:11][C:12]([CH3:42])([CH3:41])[C:13]([O:15][CH2:16][C@H:17]([C@H:28]1[CH2:32][O:31][S:30](=[O:33])[N:29]1[C:34]([O:36][C:37]([CH3:40])([CH3:39])[CH3:38])=[O:35])[C:18]1[CH:23]=[CH:22][C:21]([C:24]([F:27])([F:26])[F:25])=[CH:20][CH:19]=1)=[O:14].I([O-])(=O)(=O)=O.[Na+], predict the reaction product. The product is: [CH3:11][C:12]([CH3:42])([CH3:41])[C:13]([O:15][CH2:16][C@H:17]([C@H:28]1[CH2:32][O:31][S:30](=[O:1])(=[O:33])[N:29]1[C:34]([O:36][C:37]([CH3:40])([CH3:39])[CH3:38])=[O:35])[C:18]1[CH:19]=[CH:20][C:21]([C:24]([F:25])([F:26])[F:27])=[CH:22][CH:23]=1)=[O:14]. (9) Given the reactants [C:1]([CH2:4][CH2:5][C:6]1[C:7]([CH3:13])=[C:8]([CH:11]=O)[NH:9][CH:10]=1)([OH:3])=[O:2].[Br:14][C:15]1[CH:23]=[C:22]2[C:18]([CH2:19][C:20](=[O:24])[NH:21]2)=[CH:17][CH:16]=1, predict the reaction product. The product is: [Br:14][C:15]1[CH:23]=[C:22]2[C:18]([C:19](=[CH:11][C:8]3[NH:9][CH:10]=[C:6]([CH2:5][CH2:4][C:1]([OH:3])=[O:2])[C:7]=3[CH3:13])[C:20](=[O:24])[NH:21]2)=[CH:17][CH:16]=1. (10) Given the reactants CN1CCOCC1.[F:8][C:9]1[CH:17]=[C:16]([C:18]2[N:22]=[C:21]([C:23]3[CH:28]=[CH:27][C:26]([C:29]4[CH:34]=[CH:33][CH:32]=[CH:31][C:30]=4[CH3:35])=[C:25]([CH2:36][O:37][CH3:38])[CH:24]=3)[O:20][N:19]=2)[CH:15]=[CH:14][C:10]=1[C:11](Cl)=[O:12].Cl.[CH3:40][O:41][C:42](=[O:46])[CH2:43][NH:44][CH3:45].[N-]=C=O, predict the reaction product. The product is: [F:8][C:9]1[CH:17]=[C:16]([C:18]2[N:22]=[C:21]([C:23]3[CH:28]=[CH:27][C:26]([C:29]4[CH:34]=[CH:33][CH:32]=[CH:31][C:30]=4[CH3:35])=[C:25]([CH2:36][O:37][CH3:38])[CH:24]=3)[O:20][N:19]=2)[CH:15]=[CH:14][C:10]=1[C:11]([N:44]([CH3:45])[CH2:43][C:42]([O:41][CH3:40])=[O:46])=[O:12].